From a dataset of Catalyst prediction with 721,799 reactions and 888 catalyst types from USPTO. Predict which catalyst facilitates the given reaction. (1) Reactant: [F:1][C:2]([F:27])([F:26])[C:3]1[CH:4]=[C:5]([CH:23]=[CH:24][CH:25]=1)[CH2:6][NH:7][C:8](=[O:22])[C:9]1[CH:14]=[CH:13][N:12]=[C:11]([C:15]2[CH:20]=[CH:19][CH:18]=[CH:17][C:16]=2[NH2:21])[CH:10]=1.N1C=CC=CC=1.Cl[C:35]([C:37]1[CH:38]=[C:39]([CH:48]=[CH:49][CH:50]=1)[CH2:40][S:41][CH2:42][CH2:43][C:44]([O:46][CH3:47])=[O:45])=[O:36]. Product: [F:27][C:2]([F:26])([F:1])[C:3]1[CH:4]=[C:5]([CH:23]=[CH:24][CH:25]=1)[CH2:6][NH:7][C:8]([C:9]1[CH:14]=[CH:13][N:12]=[C:11]([C:15]2[CH:20]=[CH:19][CH:18]=[CH:17][C:16]=2[NH:21][C:35]([C:37]2[CH:38]=[C:39]([CH:48]=[CH:49][CH:50]=2)[CH2:40][S:41][CH2:42][CH2:43][C:44]([O:46][CH3:47])=[O:45])=[O:36])[CH:10]=1)=[O:22]. The catalyst class is: 7. (2) Reactant: [CH3:1][S:2]([NH:5][CH:6]1[C:12]2[CH:13]=[CH:14][CH:15]=[CH:16][C:11]=2[O:10][CH2:9][CH2:8][CH2:7]1)(=[O:4])=[O:3].[H-].[Na+].I[CH2:20][CH2:21][CH2:22][CH3:23]. The catalyst class is: 3. Product: [CH2:20]([N:5]([CH:6]1[C:12]2[CH:13]=[CH:14][CH:15]=[CH:16][C:11]=2[O:10][CH2:9][CH2:8][CH2:7]1)[S:2]([CH3:1])(=[O:3])=[O:4])[CH2:21][CH2:22][CH3:23]. (3) Reactant: [CH2:1]([O:19][CH:20]([CH2:25][O:26][CH2:27][CH2:28][CH2:29][CH2:30][CH2:31][CH2:32][CH2:33][CH2:34][CH:35]=[CH:36][CH2:37][CH2:38][CH2:39][CH2:40][CH2:41][CH2:42][CH2:43][CH3:44])[CH2:21][N:22]([CH3:24])[CH3:23])[CH2:2][CH2:3][CH2:4][CH2:5][CH2:6][CH2:7][CH2:8][CH:9]=[CH:10][CH2:11][CH2:12][CH2:13][CH2:14][CH2:15][CH2:16][CH2:17][CH3:18].[O:45]=[C:46]([CH2:57][CH2:58][C:59](=[O:65])[CH2:60][CH2:61][C:62](=[O:64])[CH3:63])[CH2:47][CH2:48][O:49][C:50](=[O:56])[CH2:51][CH2:52][CH2:53][CH2:54][Br:55]. Product: [Br-:55].[CH2:1]([O:19][CH:20]([CH2:25][O:26][CH2:27][CH2:28][CH2:29][CH2:30][CH2:31][CH2:32][CH2:33][CH2:34][CH:35]=[CH:36][CH2:37][CH2:38][CH2:39][CH2:40][CH2:41][CH2:42][CH2:43][CH3:44])[CH2:21][N+:22]([CH2:54][CH2:53][CH2:52][CH2:51][C:50]([O:49][CH2:48][CH2:47][C:46](=[O:45])[CH2:57][CH2:58][C:59](=[O:65])[CH2:60][CH2:61][C:62](=[O:64])[CH3:63])=[O:56])([CH3:24])[CH3:23])[CH2:2][CH2:3][CH2:4][CH2:5][CH2:6][CH2:7][CH2:8][CH:9]=[CH:10][CH2:11][CH2:12][CH2:13][CH2:14][CH2:15][CH2:16][CH2:17][CH3:18]. The catalyst class is: 21. (4) Reactant: [CH2:1]([O:8][NH:9][C@H:10]1[CH2:14][N:13](C(=O)C(F)(F)F)[C@H:12]([C:21]([O:23][CH2:24][CH:25]=[CH2:26])=[O:22])[CH2:11]1)[C:2]1[CH:7]=[CH:6][CH:5]=[CH:4][CH:3]=1.[BH4-].[Na+]. Product: [CH2:1]([O:8][NH:9][C@H:10]1[CH2:14][NH:13][C@H:12]([C:21]([O:23][CH2:24][CH:25]=[CH2:26])=[O:22])[CH2:11]1)[C:2]1[CH:3]=[CH:4][CH:5]=[CH:6][CH:7]=1. The catalyst class is: 5.